This data is from Catalyst prediction with 721,799 reactions and 888 catalyst types from USPTO. The task is: Predict which catalyst facilitates the given reaction. (1) Reactant: [NH2:1][C:2]1[S:3][C:4]2[CH:10]=[C:9]([OH:11])[CH:8]=[CH:7][C:5]=2[N:6]=1.C(N(CC)CC)C.[CH:19]1([C:22](Cl)=[O:23])[CH2:21][CH2:20]1. Product: [OH:11][C:9]1[CH:8]=[CH:7][C:5]2[N:6]=[C:2]([NH:1][C:22]([CH:19]3[CH2:21][CH2:20]3)=[O:23])[S:3][C:4]=2[CH:10]=1. The catalyst class is: 30. (2) Reactant: [CH3:1][N:2]1[C:10]2[C:5](=[CH:6][CH:7]=[C:8]([C:11]([O-])=[O:12])[CH:9]=2)[C:4]([N:14]2[CH2:19][CH2:18][N:17]([CH3:20])[CH2:16][CH2:15]2)=[N:3]1.[Li+].C(Cl)CCl.C1C=CC2N(O)N=NC=2C=1.CCN(CC)CC.[CH2:43]([NH2:50])[C:44]1[CH:49]=[CH:48][CH:47]=[CH:46][CH:45]=1. Product: [CH2:43]([NH:50][C:11]([C:8]1[CH:9]=[C:10]2[C:5]([C:4]([N:14]3[CH2:19][CH2:18][N:17]([CH3:20])[CH2:16][CH2:15]3)=[N:3][N:2]2[CH3:1])=[CH:6][CH:7]=1)=[O:12])[C:44]1[CH:49]=[CH:48][CH:47]=[CH:46][CH:45]=1. The catalyst class is: 39. (3) Reactant: B(Br)(Br)Br.C[O:6][C:7]1[CH:8]=[C:9]2[C:14](=[CH:15][CH:16]=1)[CH:13]=[C:12]([C:17]1[CH:22]=[CH:21][N:20]=[C:19]([C:23]([O:25]C)=[O:24])[CH:18]=1)[CH:11]=[CH:10]2. Product: [OH:6][C:7]1[CH:8]=[C:9]2[C:14](=[CH:15][CH:16]=1)[CH:13]=[C:12]([C:17]1[CH:22]=[CH:21][N:20]=[C:19]([C:23]([OH:25])=[O:24])[CH:18]=1)[CH:11]=[CH:10]2. The catalyst class is: 4. (4) Reactant: [Li+].[I-].[CH3:3][CH:4]([CH:6]=[O:7])[CH3:5].Br[CH:9]([CH3:20])[C:10](=[O:19])[C:11]([CH3:18])([CH3:17])[CH:12]([O:15][CH3:16])[O:13][CH3:14]. Product: [OH:7][CH:6]([CH:4]([CH3:5])[CH3:3])[CH:9]([CH3:20])[C:10](=[O:19])[C:11]([CH3:18])([CH3:17])[CH:12]([O:15][CH3:16])[O:13][CH3:14]. The catalyst class is: 1. (5) Reactant: Br[CH2:2][C:3]1[CH:12]=[CH:11][C:10]([Br:13])=[CH:9][C:4]=1[C:5](OC)=[O:6].[NH3:14]. Product: [Br:13][C:10]1[CH:9]=[C:4]2[C:3]([CH2:2][NH:14][C:5]2=[O:6])=[CH:12][CH:11]=1. The catalyst class is: 36. (6) Reactant: [Br:1][C:2]1[CH:3]=[N:4][C:5](Cl)=[N:6][CH:7]=1.[CH3:9][NH2:10]. Product: [Br:1][C:2]1[CH:3]=[N:4][C:5]([NH:10][CH3:9])=[N:6][CH:7]=1. The catalyst class is: 1.